Dataset: Forward reaction prediction with 1.9M reactions from USPTO patents (1976-2016). Task: Predict the product of the given reaction. (1) Given the reactants [CH3:1][C:2]1[N:7]=[C:6]([NH2:8])[CH:5]=[CH:4][CH:3]=1.[F:9][C:10]1[CH:17]=[C:16]([OH:18])[CH:15]=[C:14]([F:19])[C:11]=1[CH:12]=O.[N+:20]([C:22]1[CH:31]=[CH:30][C:25]2[O:26][CH2:27][CH2:28][O:29][C:24]=2[CH:23]=1)#[C-:21], predict the reaction product. The product is: [O:26]1[CH2:27][CH2:28][O:29][C:24]2[CH:23]=[C:22]([NH:20][C:21]3[N:7]4[C:2]([CH3:1])=[CH:3][CH:4]=[CH:5][C:6]4=[N:8][C:12]=3[C:11]3[C:10]([F:9])=[CH:17][C:16]([OH:18])=[CH:15][C:14]=3[F:19])[CH:31]=[CH:30][C:25]1=2. (2) Given the reactants [CH:1]1([OH:9])[CH2:8][CH2:7][CH2:6][CH2:5][CH2:4][CH:3]=[CH:2]1.[H-].[Na+].[CH2:12](Br)[C:13]1[CH:18]=[CH:17][CH:16]=[CH:15][CH:14]=1.C(OCC1C=CC=CC=1)C1C=CC=CC=1, predict the reaction product. The product is: [CH2:12]([O:9][CH:1]1[CH2:8][CH2:7][CH2:6][CH2:5][CH2:4][CH:3]=[CH:2]1)[C:13]1[CH:18]=[CH:17][CH:16]=[CH:15][CH:14]=1.